Dataset: Forward reaction prediction with 1.9M reactions from USPTO patents (1976-2016). Task: Predict the product of the given reaction. Given the reactants [Cl:1][C:2]1[CH:3]=[N:4][C:5]([CH2:8][NH2:9])=[N:6][CH:7]=1.C(N(CC)CC)C.[C:17](O[C:17]([O:19][C:20]([CH3:23])([CH3:22])[CH3:21])=[O:18])([O:19][C:20]([CH3:23])([CH3:22])[CH3:21])=[O:18], predict the reaction product. The product is: [C:20]([O:19][C:17](=[O:18])[NH:9][CH2:8][C:5]1[N:6]=[CH:7][C:2]([Cl:1])=[CH:3][N:4]=1)([CH3:23])([CH3:22])[CH3:21].